From a dataset of Catalyst prediction with 721,799 reactions and 888 catalyst types from USPTO. Predict which catalyst facilitates the given reaction. (1) Reactant: [NH2:1][C:2]1[CH:3]=[C:4]([OH:8])[CH:5]=[CH:6][CH:7]=1.Br[CH2:10][CH2:11][CH2:12][CH2:13]Br.C(N(CC)CC)C. Product: [N:1]1([C:2]2[CH:3]=[C:4]([OH:8])[CH:5]=[CH:6][CH:7]=2)[CH2:13][CH2:12][CH2:11][CH2:10]1. The catalyst class is: 11. (2) Reactant: I[C:2]1[CH:3]=[CH:4][C:5]([N:8]2[CH2:13][CH2:12][N:11]([C:14]([O:16][C:17]([CH3:20])([CH3:19])[CH3:18])=[O:15])[CH2:10][CH2:9]2)=[N:6][CH:7]=1.[CH3:21][Si:22]([C:25]#[CH:26])([CH3:24])[CH3:23].C(N(CC)CC)C. Product: [CH3:21][Si:22]([C:25]#[C:26][C:2]1[CH:3]=[CH:4][C:5]([N:8]2[CH2:13][CH2:12][N:11]([C:14]([O:16][C:17]([CH3:20])([CH3:19])[CH3:18])=[O:15])[CH2:10][CH2:9]2)=[N:6][CH:7]=1)([CH3:24])[CH3:23]. The catalyst class is: 44. (3) Reactant: [NH:1]1[C:5]2[CH:6]=[CH:7][CH:8]=[CH:9][C:4]=2[N:3]=[C:2]1[S:10][C:11]1[C:15]([CH2:18][S:19][C:20]2[NH:24][C:23]3[CH:25]=[CH:26][CH:27]=[CH:28][C:22]=3[N:21]=2)([CH2:16][OH:17])[O:14][C:13](=[O:29])[C:12]=1[OH:30].Cl.[CH3:32][N:33]([CH2:35][C:36](Cl)=[O:37])[CH3:34].C(N(CC)CC)C. Product: [NH:1]1[C:5]2[CH:6]=[CH:7][CH:8]=[CH:9][C:4]=2[N:3]=[C:2]1[S:10][C:11]1[C:15]([CH2:16][O:17][C:36](=[O:37])[CH2:35][N:33]([CH3:34])[CH3:32])([CH2:18][S:19][C:20]2[NH:21][C:22]3[CH:28]=[CH:27][CH:26]=[CH:25][C:23]=3[N:24]=2)[O:14][C:13](=[O:29])[C:12]=1[OH:30]. The catalyst class is: 517. (4) Reactant: Br[C:2]1[C:3](=[O:22])[NH:4][C:5](=[O:21])[N:6]([CH2:9][C:10]2[C:15]([C:16]([F:19])([F:18])[F:17])=[CH:14][CH:13]=[CH:12][C:11]=2[F:20])[C:7]=1[CH3:8].[CH2:23]([N:30]1[CH2:35][CH2:34][NH:33][CH2:32][CH2:31]1)[C:24]1[CH:29]=[CH:28][CH:27]=[CH:26][CH:25]=1. Product: [CH2:23]([N:30]1[CH2:35][CH2:34][N:33]([C:2]2[C:3](=[O:22])[NH:4][C:5](=[O:21])[N:6]([CH2:9][C:10]3[C:15]([C:16]([F:19])([F:18])[F:17])=[CH:14][CH:13]=[CH:12][C:11]=3[F:20])[C:7]=2[CH3:8])[CH2:32][CH2:31]1)[C:24]1[CH:25]=[CH:26][CH:27]=[CH:28][CH:29]=1. The catalyst class is: 10. (5) Reactant: [Si]([O:8][CH2:9][CH2:10][CH2:11][N:12]1[C:20](=[O:21])[C:19]2[N:18]([CH2:22][CH2:23][CH:24]([CH3:26])[CH3:25])[C:17]([O:27][C:28]3[CH:33]=[CH:32][CH:31]=[C:30]([Cl:34])[CH:29]=3)=[N:16][C:15]=2[N:14]([CH3:35])[C:13]1=[O:36])(C(C)(C)C)(C)C.Cl. Product: [Cl:34][C:30]1[CH:29]=[C:28]([CH:33]=[CH:32][CH:31]=1)[O:27][C:17]1[N:18]([CH2:22][CH2:23][CH:24]([CH3:25])[CH3:26])[C:19]2[C:20](=[O:21])[N:12]([CH2:11][CH2:10][CH2:9][OH:8])[C:13](=[O:36])[N:14]([CH3:35])[C:15]=2[N:16]=1. The catalyst class is: 40. (6) Reactant: [C:1]([NH:4][C:5]1[S:6][C:7]([C:11]2[N:12]=[C:13]([C:16](Cl)=[O:17])[S:14][CH:15]=2)=[C:8]([CH3:10])[N:9]=1)(=[O:3])[CH3:2].[C:19]([N:22]1[CH2:27][CH2:26][NH:25][CH2:24][CH2:23]1)(=[O:21])[CH3:20].C(N(CC)CC)C. Product: [C:19]([N:22]1[CH2:27][CH2:26][N:25]([C:16]([C:13]2[S:14][CH:15]=[C:11]([C:7]3[S:6][C:5]([NH:4][C:1](=[O:3])[CH3:2])=[N:9][C:8]=3[CH3:10])[N:12]=2)=[O:17])[CH2:24][CH2:23]1)(=[O:21])[CH3:20]. The catalyst class is: 76. (7) Product: [CH2:1]([O:3][C@H:4]1[CH2:23][N:7]2[CH2:8][C@@H:9]([C:19]([O:21][CH3:22])=[O:20])[N:10]([C:12]([O:14][C:15]([CH3:17])([CH3:18])[CH3:16])=[O:13])[CH2:11][C@H:6]2[CH2:5]1)[CH3:2]. The catalyst class is: 5. Reactant: [CH2:1]([O:3][C@H:4]1[CH2:23][N:7]2[CH2:8][C@H:9]([C:19]([O:21][CH3:22])=[O:20])[N:10]([C:12]([O:14][C:15]([CH3:18])([CH3:17])[CH3:16])=[O:13])[CH2:11][C@H:6]2[CH2:5]1)[CH3:2].C[O-].[Na+].